Dataset: Peptide-MHC class I binding affinity with 185,985 pairs from IEDB/IMGT. Task: Regression. Given a peptide amino acid sequence and an MHC pseudo amino acid sequence, predict their binding affinity value. This is MHC class I binding data. (1) The peptide sequence is KKQKVHALF. The MHC is HLA-A24:02 with pseudo-sequence HLA-A24:02. The binding affinity (normalized) is 0.285. (2) The peptide sequence is FTDNNELEF. The MHC is HLA-A31:01 with pseudo-sequence HLA-A31:01. The binding affinity (normalized) is 0.0847.